This data is from Full USPTO retrosynthesis dataset with 1.9M reactions from patents (1976-2016). The task is: Predict the reactants needed to synthesize the given product. Given the product [OH:20][C@H:18]1[C@H:17]([CH3:21])[CH2:16][CH2:15][C@@H:14]([NH:13][C:2]2[C:7]([C:8]#[N:9])=[CH:6][N:5]=[C:4]([S:10][CH3:11])[N:3]=2)[CH2:19]1, predict the reactants needed to synthesize it. The reactants are: Cl[C:2]1[C:7]([C:8]#[N:9])=[CH:6][N:5]=[C:4]([S:10][CH3:11])[N:3]=1.Cl.[NH2:13][C@H:14]1[CH2:19][C@@H:18]([OH:20])[C@H:17]([CH3:21])[CH2:16][CH2:15]1.CCN(C(C)C)C(C)C.